This data is from Full USPTO retrosynthesis dataset with 1.9M reactions from patents (1976-2016). The task is: Predict the reactants needed to synthesize the given product. (1) Given the product [Cl:39][C:36]1[CH:37]=[CH:38][C:33]([C@@:13]23[O:32][C@@:10]([C:50]4([OH:53])[CH2:51][CH2:52]4)([CH2:11][O:12]2)[C@@H:9]([OH:8])[C@H:15]([OH:16])[C@H:14]3[OH:24])=[CH:34][C:35]=1[CH2:40][C:41]1[CH:46]=[CH:45][C:44]([O:47][CH2:48][CH3:49])=[CH:43][CH:42]=1, predict the reactants needed to synthesize it. The reactants are: C([O:8][C@H:9]1[C@H:15]([O:16]CC2C=CC=CC=2)[C@@H:14]([O:24]CC2C=CC=CC=2)[C@:13]2([C:33]3[CH:38]=[CH:37][C:36]([Cl:39])=[C:35]([CH2:40][C:41]4[CH:46]=[CH:45][C:44]([O:47][CH2:48][CH3:49])=[CH:43][CH:42]=4)[CH:34]=3)[O:32][C@@:10]1([C:50]1([OH:53])[CH2:52][CH2:51]1)[CH2:11][O:12]2)C1C=CC=CC=1.ClC1C=CC=CC=1Cl. (2) Given the product [Cl:1][C:2]1[CH:3]=[CH:4][C:5]2[NH:11][C:10](=[O:12])[CH2:9][C:8]3[CH:13]=[N:24][C:23]([CH:20]4[CH2:22][CH2:21]4)=[N:25][C:7]=3[C:6]=2[CH:18]=1, predict the reactants needed to synthesize it. The reactants are: [Cl:1][C:2]1[CH:3]=[CH:4][C:5]2[NH:11][C:10](=[O:12])[CH2:9][C:8](=[CH:13]N(C)C)[C:7](=O)[C:6]=2[CH:18]=1.Cl.[CH:20]1([C:23]([NH2:25])=[NH:24])[CH2:22][CH2:21]1. (3) The reactants are: [N:1]1([C:6]2[CH:28]=[CH:27][C:9]([CH2:10][N:11]3[C:20]4[C:15](=[CH:16][CH:17]=[CH:18][CH:19]=4)[C:14](=S)[C:13]([C:22]([O:24]CC)=O)=[N:12]3)=[CH:8][CH:7]=2)[CH:5]=[CH:4][CH:3]=[N:2]1.[NH2:29][NH2:30]. Given the product [N:1]1([C:6]2[CH:7]=[CH:8][C:9]([CH2:10][N:11]3[C:20]4[CH:19]=[CH:18][CH:17]=[CH:16][C:15]=4[C:14]4=[N:29][NH:30][C:22](=[O:24])[C:13]4=[N:12]3)=[CH:27][CH:28]=2)[CH:5]=[CH:4][CH:3]=[N:2]1, predict the reactants needed to synthesize it. (4) Given the product [NH3:7].[N:13]1[C:12]2[CH2:14][NH:15][CH2:16][CH2:17][C:11]=2[CH:10]=[N:9][C:8]=1[NH:7][C@H:4]1[CH2:5][CH2:6][C@H:2]([OH:1])[CH2:3]1, predict the reactants needed to synthesize it. The reactants are: [OH:1][C@H:2]1[CH2:6][CH2:5][C@H:4]([NH:7][C:8]2[N:9]=[CH:10][C:11]3[CH2:17][CH2:16][N:15](C(OC(C)(C)C)=O)[CH2:14][C:12]=3[N:13]=2)[CH2:3]1.CO.Cl.O1CCOCC1. (5) The reactants are: [CH:1]1([CH2:4][NH:5][C:6]2[C:7]([S:16][CH3:17])=[N:8][N:9]3[C:14]([I:15])=[CH:13][CH:12]=[CH:11][C:10]=23)[CH2:3][CH2:2]1.[O:18]1[CH2:23][CH2:22][CH:21]([CH:24]=O)[CH2:20][CH2:19]1.C(O[BH-](OC(=O)C)OC(=O)C)(=O)C.[Na+].C(=O)(O)[O-].[Na+]. Given the product [CH:1]1([CH2:4][N:5]([C:6]2[C:7]([S:16][CH3:17])=[N:8][N:9]3[C:14]([I:15])=[CH:13][CH:12]=[CH:11][C:10]=23)[CH2:24][CH:21]2[CH2:22][CH2:23][O:18][CH2:19][CH2:20]2)[CH2:2][CH2:3]1, predict the reactants needed to synthesize it. (6) Given the product [Br:12][CH2:13][CH2:14][CH2:15][CH2:16][CH2:17][CH2:18][O:4][CH2:3][C:2]([C:5]1[CH:6]=[CH:7][CH:8]=[CH:9][CH:10]=1)([F:11])[F:1], predict the reactants needed to synthesize it. The reactants are: [F:1][C:2]([F:11])([C:5]1[CH:10]=[CH:9][CH:8]=[CH:7][CH:6]=1)[CH2:3][OH:4].[Br:12][CH2:13][CH2:14][CH2:15][CH2:16][CH2:17][CH2:18]OCC(F)(F)CCC1C=CC=CC=1. (7) Given the product [Br:14][C:11]1[CH:10]=[CH:9][C:8]([OH:13])=[C:7]([CH:1]2[CH2:2][CH2:3][CH2:4][CH2:5][CH2:6]2)[CH:12]=1, predict the reactants needed to synthesize it. The reactants are: [CH:1]1([C:7]2[CH:12]=[CH:11][CH:10]=[CH:9][C:8]=2[OH:13])[CH2:6][CH2:5][CH2:4][CH2:3][CH2:2]1.[Br-:14].[Br-].[Br-].[NH+]1C=CC=CC=1.[NH+]1C=CC=CC=1.[NH+]1C=CC=CC=1.